This data is from Reaction yield outcomes from USPTO patents with 853,638 reactions. The task is: Predict the reaction yield, written as a fraction of the theoretical maximum amount of product (1.0 means a 100% yield; for example, 0.34 means a 34% yield). (1) The catalyst is C(O)(=O)C.O1CCOCC1.[Fe]. The yield is 0.460. The product is [NH2:17][C:11]1[N:10]=[CH:9][N:8]([CH2:1][C:2]2[CH:3]=[CH:4][CH:5]=[CH:6][CH:7]=2)[C:12]=1[S:13]([NH2:16])(=[O:15])=[O:14]. The reactants are [CH2:1]([N:8]1[C:12]([S:13]([NH2:16])(=[O:15])=[O:14])=[C:11]([N+:17]([O-])=O)[N:10]=[CH:9]1)[C:2]1[CH:7]=[CH:6][CH:5]=[CH:4][CH:3]=1. (2) The reactants are Cl[C:2]1[C:7]([C:8]([NH:10][CH2:11][C:12]2[CH:17]=[CH:16][C:15]([Cl:18])=[CH:14][CH:13]=2)=[O:9])=[C:6]([CH3:19])[CH:5]=[C:4]([Cl:20])[N:3]=1.[CH:21]([Mg]Cl)([CH3:23])[CH3:22]. The catalyst is C1COCC1. The product is [Cl:20][C:4]1[N:3]=[C:2]([CH:21]([CH3:23])[CH3:22])[C:7]([C:8]([NH:10][CH2:11][C:12]2[CH:17]=[CH:16][C:15]([Cl:18])=[CH:14][CH:13]=2)=[O:9])=[C:6]([CH3:19])[CH:5]=1. The yield is 0.400. (3) The reactants are [F:1][C:2]1[CH:7]=[CH:6][C:5]([O:8][C:9](=[O:34])[N:10]([C@H:13]2[C@H:17]([C:18]3[CH:23]=[CH:22][C:21]([Cl:24])=[C:20]([F:25])[CH:19]=3)[CH2:16][N:15]([C:26]([CH:28]3[CH2:33][CH2:32][NH:31][CH2:30][CH2:29]3)=[O:27])[CH2:14]2)[CH2:11][CH3:12])=[CH:4][CH:3]=1.CCN(C(C)C)C(C)C.[S:44](Cl)([CH3:47])(=[O:46])=[O:45]. The catalyst is CN(C=O)C. The product is [F:1][C:2]1[CH:7]=[CH:6][C:5]([O:8][C:9](=[O:34])[N:10]([C@H:13]2[C@H:17]([C:18]3[CH:23]=[CH:22][C:21]([Cl:24])=[C:20]([F:25])[CH:19]=3)[CH2:16][N:15]([C:26]([CH:28]3[CH2:33][CH2:32][N:31]([S:44]([CH3:47])(=[O:46])=[O:45])[CH2:30][CH2:29]3)=[O:27])[CH2:14]2)[CH2:11][CH3:12])=[CH:4][CH:3]=1. The yield is 0.430. (4) The reactants are P(Cl)(Cl)([Cl:3])=O.CN([CH:9]=[O:10])C.[C:11]1([N:17]2[C:25]3[C:20](=[CH:21][CH:22]=[CH:23][CH:24]=3)[CH2:19][C:18]2=O)[CH:16]=[CH:15][CH:14]=[CH:13][CH:12]=1.N1C=CC=CC=1. The catalyst is ClCCl.C(Cl)(Cl)Cl. The product is [Cl:3][C:18]1[N:17]([C:11]2[CH:16]=[CH:15][CH:14]=[CH:13][CH:12]=2)[C:25]2[C:20]([C:19]=1[CH:9]=[O:10])=[CH:21][CH:22]=[CH:23][CH:24]=2. The yield is 0.393. (5) The reactants are [S:1]1[CH:5]=[CH:4][C:3]([N:6]2[C:14]3[C:9](=[CH:10][CH:11]=[CH:12][CH:13]=3)[CH:8]=[CH:7]2)=[CH:2]1.ClN1C(=[O:21])CCC1=O. The catalyst is ClCCl. The product is [S:1]1[CH:5]=[CH:4][C:3]([N:6]2[C:14]3[C:9](=[CH:10][CH:11]=[CH:12][CH:13]=3)[CH2:8][C:7]2=[O:21])=[CH:2]1. The yield is 0.630. (6) The reactants are N1C=CC=CC=1.CC(OI1(OC(C)=O)(OC(C)=O)OC(=O)C2C=CC=CC1=2)=O.[CH2:29]([O:36][C:37]([N:39]1[CH2:44][CH:43]([CH3:45])[CH:42]([OH:46])[CH:41]([NH:47][C:48]([O:50][C:51]([CH3:54])([CH3:53])[CH3:52])=[O:49])[CH2:40]1)=[O:38])[C:30]1[CH:35]=[CH:34][CH:33]=[CH:32][CH:31]=1.C([O-])(O)=O.[Na+].[O-]S([O-])(=S)=O.[Na+].[Na+]. The catalyst is C(Cl)Cl. The product is [CH2:29]([O:36][C:37]([N:39]1[CH2:44][CH:43]([CH3:45])[C:42](=[O:46])[CH:41]([NH:47][C:48]([O:50][C:51]([CH3:52])([CH3:54])[CH3:53])=[O:49])[CH2:40]1)=[O:38])[C:30]1[CH:31]=[CH:32][CH:33]=[CH:34][CH:35]=1. The yield is 0.950. (7) The reactants are Br[CH2:2][CH2:3][CH2:4][O:5][C:6]1[C:11]([O:12][CH2:13][CH2:14][CH:15]([C:17]2[CH:22]=[CH:21][C:20]([F:23])=[CH:19][CH:18]=2)[CH3:16])=[C:10]([O:24][CH3:25])[C:9]([Cl:26])=[C:8]([CH3:27])[C:7]=1[C:28](=[O:30])[CH3:29].[NH:31]1[CH2:36][CH2:35][O:34][CH2:33][CH2:32]1. No catalyst specified. The product is [Cl:26][C:9]1[C:8]([CH3:27])=[C:7]([C:28](=[O:30])[CH3:29])[C:6]([O:5][CH2:4][CH2:3][CH2:2][N:31]2[CH2:36][CH2:35][O:34][CH2:33][CH2:32]2)=[C:11]([O:12][CH2:13][CH2:14][CH:15]([C:17]2[CH:22]=[CH:21][C:20]([F:23])=[CH:19][CH:18]=2)[CH3:16])[C:10]=1[O:24][CH3:25]. The yield is 0.880. (8) The reactants are [CH3:1][Si:2]([CH3:12])([CH3:11])[C:3]1[CH:4]=[CH:5][C:6]([CH3:10])=[C:7]([OH:9])[CH:8]=1.CC(C)([O-])C.[K+].Br[C:20]1[O:24][C:23]([C:25]([O:27][CH3:28])=[O:26])=[CH:22][CH:21]=1.Cl. The catalyst is C1COCC1.O. The product is [CH3:10][C:6]1[CH:5]=[CH:4][C:3]([Si:2]([CH3:11])([CH3:12])[CH3:1])=[CH:8][C:7]=1[O:9][C:20]1[O:24][C:23]([C:25]([O:27][CH3:28])=[O:26])=[CH:22][CH:21]=1. The yield is 0.570. (9) The reactants are [C:1]([O:5][C:6]([N:8]1[CH2:12][CH:11]([OH:13])[CH2:10][CH:9]1[C:14](=[O:26])[NH:15][C:16]1([C:21]([O:23][CH2:24][CH3:25])=[O:22])[CH2:18][CH:17]1[CH:19]=[CH2:20])=[O:7])([CH3:4])([CH3:3])[CH3:2].[N+:27]([C:30]1[CH:38]=[CH:37][C:33]([C:34](O)=[O:35])=[CH:32][CH:31]=1)([O-:29])=[O:28].C1C=CC(P(C2C=CC=CC=2)C2C=CC=CC=2)=CC=1. The catalyst is C1COCC1. The product is [C:1]([O:5][C:6]([N:8]1[CH2:12][CH:11]([O:13][C:34](=[O:35])[C:33]2[CH:32]=[CH:31][C:30]([N+:27]([O-:29])=[O:28])=[CH:38][CH:37]=2)[CH2:10][CH:9]1[C:14](=[O:26])[NH:15][C:16]1([C:21]([O:23][CH2:24][CH3:25])=[O:22])[CH2:18][CH:17]1[CH:19]=[CH2:20])=[O:7])([CH3:4])([CH3:2])[CH3:3]. The yield is 0.720.